From a dataset of Full USPTO retrosynthesis dataset with 1.9M reactions from patents (1976-2016). Predict the reactants needed to synthesize the given product. (1) Given the product [F:21][C:17]1[CH:16]=[C:15]([CH:20]=[CH:19][CH:18]=1)[CH2:14][O:13][C:10]1[CH:9]=[CH:8][C:7]([N:5]2[C:4](=[O:22])[CH2:3][C@H:2]([NH:1][C:23](=[O:25])[CH3:24])[CH2:6]2)=[CH:12][CH:11]=1, predict the reactants needed to synthesize it. The reactants are: [NH2:1][C@@H:2]1[CH2:6][N:5]([C:7]2[CH:12]=[CH:11][C:10]([O:13][CH2:14][C:15]3[CH:20]=[CH:19][CH:18]=[C:17]([F:21])[CH:16]=3)=[CH:9][CH:8]=2)[C:4](=[O:22])[CH2:3]1.[C:23](OC(=O)C)(=[O:25])[CH3:24].CC(C)=O. (2) Given the product [Cl:13][C:14]1[N:15]=[N:16][C:17]([NH:10][CH2:9][C:8]([C:5]2[CH:4]=[CH:3][C:2]([F:1])=[CH:7][CH:6]=2)([CH3:12])[CH3:11])=[CH:18][C:19]=1[CH3:20], predict the reactants needed to synthesize it. The reactants are: [F:1][C:2]1[CH:7]=[CH:6][C:5]([C:8]([CH3:12])([CH3:11])[CH2:9][NH2:10])=[CH:4][CH:3]=1.[Cl:13][C:14]1[N:15]=[N:16][C:17](Cl)=[CH:18][C:19]=1[CH3:20].C([O-])([O-])=O.[K+].[K+].